Dataset: Forward reaction prediction with 1.9M reactions from USPTO patents (1976-2016). Task: Predict the product of the given reaction. Given the reactants [CH2:1]([OH:23])[C@H:2]1[O:7][C@H:6]([O:8][C@:9]2([CH2:18][OH:19])[O:13][C@H:12]([CH2:14][OH:15])[C@@H:11]([OH:16])[C@@H:10]2[OH:17])[C@H:5]([OH:20])[C@@H:4]([OH:21])[C@@H:3]1[OH:22].Cl, predict the reaction product. The product is: [CH2:1]([OH:23])[C@H:2]1[O:7][C@H:6]([O:8][C@@H:9]([C@@H:10]([OH:17])[C@H:11]([OH:16])[C:12]([CH2:14][OH:15])=[O:13])[CH2:18][OH:19])[C@H:5]([OH:20])[C@@H:4]([OH:21])[C@@H:3]1[OH:22].